From a dataset of Peptide-MHC class I binding affinity with 185,985 pairs from IEDB/IMGT. Regression. Given a peptide amino acid sequence and an MHC pseudo amino acid sequence, predict their binding affinity value. This is MHC class I binding data. The peptide sequence is YYSLLMPIL. The MHC is HLA-A30:02 with pseudo-sequence HLA-A30:02. The binding affinity (normalized) is 0.